From a dataset of Catalyst prediction with 721,799 reactions and 888 catalyst types from USPTO. Predict which catalyst facilitates the given reaction. (1) Reactant: [Li+].CC(O[Al-](OC(C)(C)C)OC(C)(C)C)(C)C.[C:18]1([C:26](OCC)=[O:27])([C:21]([O:23][CH2:24][CH3:25])=[O:22])[CH2:20][CH2:19]1. Product: [CH2:24]([O:23][C:21]([C:18]1([CH2:26][OH:27])[CH2:20][CH2:19]1)=[O:22])[CH3:25]. The catalyst class is: 76. (2) Reactant: [Br:1][C:2]1[CH:7]=[CH:6][C:5]([Br:8])=[CH:4][C:3]=1[N+:9]([O-])=O.O.[Sn](Cl)Cl.[OH-].[Na+]. Product: [Br:1][C:2]1[CH:7]=[CH:6][C:5]([Br:8])=[CH:4][C:3]=1[NH2:9]. The catalyst class is: 361. (3) Reactant: [Cl:1][C:2]1[CH:32]=[CH:31][C:5]([O:6][C:7]2[CH:19]=[CH:18][C:10]([C:11]([NH:13][S:14]([CH3:17])(=[O:16])=[O:15])=[O:12])=[CH:9][C:8]=2[C:20]2[N:24](C3CCCCO3)[N:23]=[CH:22][CH:21]=2)=[CH:4][C:3]=1[CH2:33][CH3:34]. Product: [ClH:1].[Cl:1][C:2]1[CH:32]=[CH:31][C:5]([O:6][C:7]2[CH:19]=[CH:18][C:10]([C:11]([NH:13][S:14]([CH3:17])(=[O:15])=[O:16])=[O:12])=[CH:9][C:8]=2[C:20]2[NH:24][N:23]=[CH:22][CH:21]=2)=[CH:4][C:3]=1[CH2:33][CH3:34]. The catalyst class is: 89.